Dataset: NCI-60 drug combinations with 297,098 pairs across 59 cell lines. Task: Regression. Given two drug SMILES strings and cell line genomic features, predict the synergy score measuring deviation from expected non-interaction effect. (1) Drug 1: CC1=C2C(C(=O)C3(C(CC4C(C3C(C(C2(C)C)(CC1OC(=O)C(C(C5=CC=CC=C5)NC(=O)OC(C)(C)C)O)O)OC(=O)C6=CC=CC=C6)(CO4)OC(=O)C)O)C)O. Synergy scores: CSS=26.8, Synergy_ZIP=-4.27, Synergy_Bliss=2.36, Synergy_Loewe=3.08, Synergy_HSA=3.83. Cell line: OVCAR3. Drug 2: C1CN1C2=NC(=NC(=N2)N3CC3)N4CC4. (2) Synergy scores: CSS=54.1, Synergy_ZIP=-3.39, Synergy_Bliss=-2.86, Synergy_Loewe=-34.4, Synergy_HSA=-1.17. Drug 1: COC1=CC(=CC(=C1O)OC)C2C3C(COC3=O)C(C4=CC5=C(C=C24)OCO5)OC6C(C(C7C(O6)COC(O7)C8=CC=CS8)O)O. Drug 2: CN(C(=O)NC(C=O)C(C(C(CO)O)O)O)N=O. Cell line: HCT116. (3) Synergy scores: CSS=35.6, Synergy_ZIP=0.277, Synergy_Bliss=0.133, Synergy_Loewe=-63.0, Synergy_HSA=-2.01. Drug 1: CC=C1C(=O)NC(C(=O)OC2CC(=O)NC(C(=O)NC(CSSCCC=C2)C(=O)N1)C(C)C)C(C)C. Drug 2: COC1=C2C(=CC3=C1OC=C3)C=CC(=O)O2. Cell line: MOLT-4. (4) Drug 1: C1CCN(CC1)CCOC2=CC=C(C=C2)C(=O)C3=C(SC4=C3C=CC(=C4)O)C5=CC=C(C=C5)O. Drug 2: CC(CN1CC(=O)NC(=O)C1)N2CC(=O)NC(=O)C2. Cell line: SF-539. Synergy scores: CSS=12.9, Synergy_ZIP=-1.20, Synergy_Bliss=-2.04, Synergy_Loewe=-2.22, Synergy_HSA=-1.92. (5) Drug 1: CC(C)(C#N)C1=CC(=CC(=C1)CN2C=NC=N2)C(C)(C)C#N. Drug 2: CC1=C2C(C(=O)C3(C(CC4C(C3C(C(C2(C)C)(CC1OC(=O)C(C(C5=CC=CC=C5)NC(=O)OC(C)(C)C)O)O)OC(=O)C6=CC=CC=C6)(CO4)OC(=O)C)O)C)O. Cell line: CCRF-CEM. Synergy scores: CSS=-15.6, Synergy_ZIP=14.5, Synergy_Bliss=7.23, Synergy_Loewe=-18.2, Synergy_HSA=-19.8. (6) Drug 1: CC1=C2C(C(=O)C3(C(CC4C(C3C(C(C2(C)C)(CC1OC(=O)C(C(C5=CC=CC=C5)NC(=O)OC(C)(C)C)O)O)OC(=O)C6=CC=CC=C6)(CO4)OC(=O)C)OC)C)OC. Drug 2: CC1CCCC2(C(O2)CC(NC(=O)CC(C(C(=O)C(C1O)C)(C)C)O)C(=CC3=CSC(=N3)C)C)C. Cell line: EKVX. Synergy scores: CSS=58.5, Synergy_ZIP=16.3, Synergy_Bliss=18.4, Synergy_Loewe=15.3, Synergy_HSA=18.0. (7) Drug 1: CC1=C(C(CCC1)(C)C)C=CC(=CC=CC(=CC(=O)O)C)C. Drug 2: CCCCC(=O)OCC(=O)C1(CC(C2=C(C1)C(=C3C(=C2O)C(=O)C4=C(C3=O)C=CC=C4OC)O)OC5CC(C(C(O5)C)O)NC(=O)C(F)(F)F)O. Cell line: HCT116. Synergy scores: CSS=54.9, Synergy_ZIP=1.53, Synergy_Bliss=0.902, Synergy_Loewe=-7.11, Synergy_HSA=-2.00. (8) Drug 1: COC1=CC(=CC(=C1O)OC)C2C3C(COC3=O)C(C4=CC5=C(C=C24)OCO5)OC6C(C(C7C(O6)COC(O7)C8=CC=CS8)O)O. Drug 2: C1CCC(CC1)NC(=O)N(CCCl)N=O. Cell line: NCI/ADR-RES. Synergy scores: CSS=9.65, Synergy_ZIP=-4.09, Synergy_Bliss=-1.19, Synergy_Loewe=-2.72, Synergy_HSA=-2.15. (9) Drug 1: CN1C(=O)N2C=NC(=C2N=N1)C(=O)N. Drug 2: C1=NNC2=C1C(=O)NC=N2. Cell line: HS 578T. Synergy scores: CSS=4.04, Synergy_ZIP=-2.49, Synergy_Bliss=-6.02, Synergy_Loewe=-4.53, Synergy_HSA=-7.65. (10) Drug 1: C1=CC=C(C(=C1)C(C2=CC=C(C=C2)Cl)C(Cl)Cl)Cl. Drug 2: COCCOC1=C(C=C2C(=C1)C(=NC=N2)NC3=CC=CC(=C3)C#C)OCCOC.Cl. Cell line: ACHN. Synergy scores: CSS=29.7, Synergy_ZIP=-1.12, Synergy_Bliss=-2.24, Synergy_Loewe=-13.5, Synergy_HSA=-0.902.